Dataset: Forward reaction prediction with 1.9M reactions from USPTO patents (1976-2016). Task: Predict the product of the given reaction. (1) Given the reactants Cl[C:2]1[CH:7]=[CH:6][C:5]([C:8]2[CH:28]=[CH:27][C:11]3[N:12]([C:21]4[CH:26]=[CH:25][CH:24]=[CH:23][CH:22]=4)[C:13]([C:15]4[CH:20]=[CH:19][CH:18]=[CH:17][CH:16]=4)=[N:14][C:10]=3[CH:9]=2)=[CH:4][CH:3]=1.[CH:29]1[C:38]2[C:33](=[CH:34][CH:35]=[CH:36][CH:37]=2)[CH:32]=[CH:31][C:30]=1[C:39]1[C:40]2[C:45]([C:46]([C:56]3[CH:65]=[CH:64][C:63]4[C:58](=[CH:59][CH:60]=[CH:61][CH:62]=4)[CH:57]=3)=[C:47]3[C:52]=1[CH:51]=[C:50](B(O)O)[CH:49]=[CH:48]3)=[CH:44][CH:43]=[CH:42][CH:41]=2.C(=O)([O-])[O-].[Cs+].[Cs+].[CH:72]1(P(C2CCCCC2)C2CCCCC2)[CH2:77][CH2:76][CH2:75][CH2:74][CH2:73]1.C1(C)C=CC=CC=1, predict the reaction product. The product is: [C:21]1([N:12]2[C:11]3[CH:27]=[CH:28][C:8]([C:5]4[CH:6]=[CH:7][C:2]([C:42]5[CH:43]=[CH:44][C:45]6[C:40](=[C:39]([C:30]7[CH:31]=[CH:32][C:33]8[C:38](=[CH:37][CH:36]=[CH:35][CH:34]=8)[CH:29]=7)[C:52]7[C:47]([C:46]=6[C:56]6[CH:65]=[CH:64][C:63]8[C:58](=[CH:59][CH:60]=[CH:61][CH:62]=8)[CH:57]=6)=[CH:48][CH:49]=[CH:50][CH:51]=7)[C:41]=5[C:72]5[CH:77]=[CH:76][CH:75]=[CH:74][CH:73]=5)=[CH:3][CH:4]=4)=[CH:9][C:10]=3[N:14]=[C:13]2[C:15]2[CH:20]=[CH:19][CH:18]=[CH:17][CH:16]=2)[CH:26]=[CH:25][CH:24]=[CH:23][CH:22]=1. (2) Given the reactants [CH2:1]([O:3][C:4]1[CH:19]=[CH:18][C:7]([CH2:8][CH:9]([C:14]([O:16][CH3:17])=[O:15])[C:10]([O:12][CH3:13])=[O:11])=[CH:6][C:5]=1[CH2:20][OH:21])[CH3:2].[Cl:22][C:23]1[CH:28]=[CH:27][CH:26]=[CH:25][C:24]=1[N:29]=[C:30]=[O:31], predict the reaction product. The product is: [Cl:22][C:23]1[CH:28]=[CH:27][CH:26]=[CH:25][C:24]=1[NH:29][C:30]([O:21][CH2:20][C:5]1[CH:6]=[C:7]([CH:18]=[CH:19][C:4]=1[O:3][CH2:1][CH3:2])[CH2:8][CH:9]([C:14]([O:16][CH3:17])=[O:15])[C:10]([O:12][CH3:13])=[O:11])=[O:31]. (3) Given the reactants [N:1]([CH2:4][CH2:5][CH2:6][C@@:7]1([C:22]2[CH:27]=[CH:26][C:25]([F:28])=[CH:24][CH:23]=2)[O:12][C:11](=[O:13])[N:10]([C@H:14]([CH:16]2[CH2:21][CH2:20][CH2:19][CH2:18][CH2:17]2)[CH3:15])[CH2:9][CH2:8]1)=[N+]=[N-].C1C=CC(P(C2C=CC=CC=2)C2C=CC=CC=2)=CC=1, predict the reaction product. The product is: [NH2:1][CH2:4][CH2:5][CH2:6][C@@:7]1([C:22]2[CH:27]=[CH:26][C:25]([F:28])=[CH:24][CH:23]=2)[O:12][C:11](=[O:13])[N:10]([C@H:14]([CH:16]2[CH2:21][CH2:20][CH2:19][CH2:18][CH2:17]2)[CH3:15])[CH2:9][CH2:8]1. (4) The product is: [C:20]([O:19][C:17]([N:15]1[CH2:16][CH:11]([C:6]2[CH:5]=[C:4]([F:3])[CH:9]=[C:8]([F:10])[CH:7]=2)[N:12]([CH2:31][C:32]([OH:34])=[O:33])[C:13](=[O:30])[CH:14]1[CH:24]1[CH2:25][CH2:26][O:27][CH2:28][CH2:29]1)=[O:18])([CH3:23])([CH3:21])[CH3:22]. Given the reactants [OH-].[Li+].[F:3][C:4]1[CH:5]=[C:6]([CH:11]2[CH2:16][N:15]([C:17]([O:19][C:20]([CH3:23])([CH3:22])[CH3:21])=[O:18])[CH:14]([CH:24]3[CH2:29][CH2:28][O:27][CH2:26][CH2:25]3)[C:13](=[O:30])[N:12]2[CH2:31][C:32]([O:34]C)=[O:33])[CH:7]=[C:8]([F:10])[CH:9]=1.Cl, predict the reaction product. (5) Given the reactants [NH2:1][C:2]1[N:7]=[CH:6][C:5]([N+:8]([O-])=O)=[CH:4][N:3]=1.Br[C:12]1[CH:17]=[CH:16][C:15]([S:18]([CH:21]2[CH2:26][CH2:25][N:24]([C:27]([O:29][C:30]([CH3:33])([CH3:32])[CH3:31])=[O:28])[CH2:23][CH2:22]2)(=[O:20])=[O:19])=[CH:14][CH:13]=1.C([O-])([O-])=O.[Cs+].[Cs+].CC1(C)C2C(=C(P(C3C=CC=CC=3)C3C=CC=CC=3)C=CC=2)OC2C(P(C3C=CC=CC=3)C3C=CC=CC=3)=CC=CC1=2, predict the reaction product. The product is: [NH2:8][C:5]1[CH:4]=[N:3][C:2]([NH:1][C:12]2[CH:17]=[CH:16][C:15]([S:18]([CH:21]3[CH2:22][CH2:23][N:24]([C:27]([O:29][C:30]([CH3:33])([CH3:32])[CH3:31])=[O:28])[CH2:25][CH2:26]3)(=[O:20])=[O:19])=[CH:14][CH:13]=2)=[N:7][CH:6]=1. (6) Given the reactants [C:1]1([Mg]Br)[CH:6]=[CH:5][CH:4]=[CH:3][CH:2]=1.[CH3:9][N:10]1[CH:15]2[CH2:16][CH2:17][CH:11]1[C:12](=[O:18])[CH2:13][CH2:14]2, predict the reaction product. The product is: [CH3:9][N:10]1[CH:15]2[CH2:16][CH2:17][CH:11]1[C:12]([C:1]1[CH:6]=[CH:5][CH:4]=[CH:3][CH:2]=1)([OH:18])[CH2:13][CH2:14]2.